Dataset: Full USPTO retrosynthesis dataset with 1.9M reactions from patents (1976-2016). Task: Predict the reactants needed to synthesize the given product. (1) Given the product [CH:11]([C:8]1[S:7][C:6]([NH:5][CH2:4][CH2:3][CH2:2][NH:1][C:15](=[O:16])[C@@H:14]([NH:18][C:19](=[O:20])[O:21][C:22]([CH3:24])([CH3:23])[CH3:25])[CH3:13])=[N:10][CH:9]=1)=[O:12], predict the reactants needed to synthesize it. The reactants are: [NH2:1][CH2:2][CH2:3][CH2:4][NH:5][C:6]1[S:7][C:8]([CH:11]=[O:12])=[CH:9][N:10]=1.[CH3:13][C@H:14]([NH:18][C:19]([O:21][C:22]([CH3:25])([CH3:24])[CH3:23])=[O:20])[C:15](O)=[O:16].ON1C2N=CC=CC=2N=N1.CN1CCOCC1.C(Cl)CCl. (2) Given the product [Cl:1][C:2]1[CH:3]=[CH:4][C:5]([CH2:8][O:9][C:10]2[CH:15]=[CH:14][N:13]([C:18]3[CH:26]=[C:25]4[C:21]([C:22]5[CH2:31][CH2:30][N:29]([C:32]([O:34][C:35]([CH3:38])([CH3:37])[CH3:36])=[O:33])[CH2:28][C:23]=5[N:24]4[CH3:27])=[CH:20][CH:19]=3)[C:12](=[O:16])[CH:11]=2)=[N:6][CH:7]=1, predict the reactants needed to synthesize it. The reactants are: [Cl:1][C:2]1[CH:3]=[CH:4][C:5]([CH2:8][O:9][C:10]2[CH:15]=[CH:14][NH:13][C:12](=[O:16])[CH:11]=2)=[N:6][CH:7]=1.Br[C:18]1[CH:26]=[C:25]2[C:21]([C:22]3[CH2:31][CH2:30][N:29]([C:32]([O:34][C:35]([CH3:38])([CH3:37])[CH3:36])=[O:33])[CH2:28][C:23]=3[N:24]2[CH3:27])=[CH:20][CH:19]=1. (3) Given the product [C:1]([C:3]1[CH:4]=[C:5]([CH:19]=[C:20]([CH:24]([CH3:26])[CH3:25])[C:21]=1[OH:22])[C:6]([N:8]1[C:12]2[CH:13]=[CH:14][CH:15]=[CH:16][C:11]=2[S:10](=[O:18])(=[O:17])[CH2:9]1)=[O:7])#[N:2], predict the reactants needed to synthesize it. The reactants are: [C:1]([C:3]1[CH:4]=[C:5]([CH:19]=[C:20]([CH:24]([CH3:26])[CH3:25])[C:21]=1[O:22]C)[C:6]([N:8]1[C:12]2[CH:13]=[CH:14][CH:15]=[CH:16][C:11]=2[S:10](=[O:18])(=[O:17])[CH2:9]1)=[O:7])#[N:2].[Cl-].[Li+].Cl. (4) Given the product [CH3:17][O:21][N:13]([CH3:12])[C:9]([C:5]1[CH:4]=[C:3]([CH2:1][CH3:2])[N:7]([CH3:8])[N:6]=1)=[O:11], predict the reactants needed to synthesize it. The reactants are: [CH2:1]([C:3]1[N:7]([CH3:8])[N:6]=[C:5]([C:9]([OH:11])=O)[CH:4]=1)[CH3:2].[CH3:12][N:13](C=O)C.[C:17](Cl)(=[O:21])C(Cl)=O. (5) Given the product [CH3:18][C:11]1[CH:10]=[CH:9][C:8]2[C:13](=[C:14]([CH2:15][CH2:16][CH3:17])[C:5]([CH2:3][OH:2])=[N:6][CH:7]=2)[N:12]=1, predict the reactants needed to synthesize it. The reactants are: C[O:2][C:3]([C:5]1[C:14]([CH2:15][CH2:16][CH3:17])=[C:13]2[C:8]([CH:9]=[CH:10][C:11]([CH3:18])=[N:12]2)=[CH:7][N:6]=1)=O.CO[BH-](OC)OC.[Na+].O. (6) The reactants are: [NH2:1][C:2]1[CH:11]=[CH:10][C:9](Br)=[CH:8][C:3]=1[C:4]([O:6][CH3:7])=[O:5].[CH3:13][C:14]1[C:18](B(O)O)=[C:17]([CH3:22])[O:16][N:15]=1.P([O-])([O-])([O-])=O.[K+].[K+].[K+]. Given the product [NH2:1][C:2]1[CH:11]=[CH:10][C:9]([C:18]2[C:14]([CH3:13])=[N:15][O:16][C:17]=2[CH3:22])=[CH:8][C:3]=1[C:4]([O:6][CH3:7])=[O:5], predict the reactants needed to synthesize it.